The task is: Predict which catalyst facilitates the given reaction.. This data is from Catalyst prediction with 721,799 reactions and 888 catalyst types from USPTO. Reactant: [Br:1][C:2]1[CH:3]=[C:4]2[C:9](=[CH:10][CH:11]=1)[N:8]=[CH:7][C:6]([N+:12]([O-:14])=[O:13])=[C:5]2Cl.[NH2:16][C:17]1[CH:18]=[CH:19][C:20]([C:23]([CH3:27])([CH3:26])[C:24]#[N:25])=[N:21][CH:22]=1.O. Product: [Br:1][C:2]1[CH:3]=[C:4]2[C:9](=[CH:10][CH:11]=1)[N:8]=[CH:7][C:6]([N+:12]([O-:14])=[O:13])=[C:5]2[NH:16][C:17]1[CH:18]=[CH:19][C:20]([C:23]([CH3:27])([CH3:26])[C:24]#[N:25])=[N:21][CH:22]=1. The catalyst class is: 15.